This data is from Full USPTO retrosynthesis dataset with 1.9M reactions from patents (1976-2016). The task is: Predict the reactants needed to synthesize the given product. (1) Given the product [Cl:1][C:2]1[CH:3]=[CH:4][C:5]2[S:11][C@H:10]([C:12]3[CH:17]=[C:16]([F:18])[CH:15]=[CH:14][C:13]=3[F:19])[C@H:9]([NH:20][C:21](=[O:36])[C@H:22]([CH3:35])[NH:23][C:24](=[O:34])[CH2:25][C:26]3[CH:27]=[C:28]([F:33])[CH:29]=[C:30]([F:32])[CH:31]=3)[C:8](=[O:37])[N:7]([CH3:42])[C:6]=2[CH:38]=1, predict the reactants needed to synthesize it. The reactants are: [Cl:1][C:2]1[CH:3]=[CH:4][C:5]2[S:11][C@H:10]([C:12]3[CH:17]=[C:16]([F:18])[CH:15]=[CH:14][C:13]=3[F:19])[C@H:9]([NH:20][C:21](=[O:36])[C@H:22]([CH3:35])[NH:23][C:24](=[O:34])[CH2:25][C:26]3[CH:31]=[C:30]([F:32])[CH:29]=[C:28]([F:33])[CH:27]=3)[C:8](=[O:37])[NH:7][C:6]=2[CH:38]=1.[H-].[Na+].I[CH3:42]. (2) Given the product [CH:1]1([N:7]2[C:10]([CH3:11])([CH3:12])[C:9](=[O:13])[N:8]2[CH:14]2[CH:21]3[CH2:20][CH:19]4[CH2:18][CH:17]([CH2:16][CH:15]2[CH2:23]4)[CH2:22]3)[CH2:2][CH2:3][CH2:4][CH2:5][CH2:6]1, predict the reactants needed to synthesize it. The reactants are: [CH:1]1([N:7]2[C:10]([CH3:12])([CH3:11])[C:9](=[O:13])[N:8]2[CH:14]2[CH:21]3[CH2:22][CH:17]4[CH2:18][CH:19]([CH2:23][CH:15]2[CH2:16]4)[CH2:20]3)[CH2:6][CH2:5][CH2:4][CH:3]=[CH:2]1. (3) Given the product [CH2:23]([N:19]1[CH:20]=[CH:21][CH:22]=[C:18]1[C:10]1[N:9]([C:6]2[CH:7]=[CH:8][C:3]([OH:2])=[CH:4][CH:5]=2)[C:13]2[CH:14]=[CH:15][CH:16]=[CH:17][C:12]=2[N:11]=1)[CH2:24][CH3:25], predict the reactants needed to synthesize it. The reactants are: C[O:2][C:3]1[CH:8]=[CH:7][C:6]([N:9]2[C:13]3[CH:14]=[CH:15][CH:16]=[CH:17][C:12]=3[N:11]=[C:10]2[C:18]2[N:19]([CH2:23][CH2:24][CH3:25])[CH:20]=[CH:21][CH:22]=2)=[CH:5][CH:4]=1.B(Br)(Br)Br. (4) Given the product [CH3:1][N:2]1[C:6]2=[N:7][CH:8]=[C:9]([C:11]([F:12])([F:13])[F:14])[CH:10]=[C:5]2[C:4]([NH:15][CH2:16][C:17]([NH:20][CH:21]2[CH2:22][N:23]([C:25]([O:27][C:28]([CH3:31])([CH3:30])[CH3:29])=[O:26])[CH2:24]2)=[O:19])=[N:3]1, predict the reactants needed to synthesize it. The reactants are: [CH3:1][N:2]1[C:6]2=[N:7][CH:8]=[C:9]([C:11]([F:14])([F:13])[F:12])[CH:10]=[C:5]2[C:4]([NH:15][CH2:16][C:17]([OH:19])=O)=[N:3]1.[NH2:20][CH:21]1[CH2:24][N:23]([C:25]([O:27][C:28]([CH3:31])([CH3:30])[CH3:29])=[O:26])[CH2:22]1.CCN=C=NCCCN(C)C.C1C=CC2N(O)N=NC=2C=1. (5) Given the product [Cl:1][C:2]1[C:7]([S:8]([CH3:11])(=[O:9])=[O:10])=[CH:6][C:5]([C:12]2[N:13]([C:33]([N:47]3[CH2:48][CH2:49][CH:44]([CH2:43][S:40]([CH3:39])(=[O:42])=[O:41])[CH2:45][CH2:46]3)=[O:34])[C@@:14]([C:26]3[CH:27]=[CH:28][C:29]([Cl:32])=[CH:30][CH:31]=3)([CH3:25])[C@@:15]([C:18]3[CH:23]=[CH:22][C:21]([Cl:24])=[CH:20][CH:19]=3)([CH3:17])[N:16]=2)=[C:4]([O:36][CH2:37][CH3:38])[CH:3]=1, predict the reactants needed to synthesize it. The reactants are: [Cl:1][C:2]1[C:7]([S:8]([CH3:11])(=[O:10])=[O:9])=[CH:6][C:5]([C:12]2[N:13]([C:33](Cl)=[O:34])[C@@:14]([C:26]3[CH:31]=[CH:30][C:29]([Cl:32])=[CH:28][CH:27]=3)([CH3:25])[C@@:15]([C:18]3[CH:23]=[CH:22][C:21]([Cl:24])=[CH:20][CH:19]=3)([CH3:17])[N:16]=2)=[C:4]([O:36][CH2:37][CH3:38])[CH:3]=1.[CH3:39][S:40]([CH2:43][CH:44]1[CH2:49][CH2:48][NH:47][CH2:46][CH2:45]1)(=[O:42])=[O:41]. (6) Given the product [CH:1]1([NH:6][C:8]2[CH:13]=[CH:12][C:11]([N+:14]([O-:16])=[O:15])=[CH:10][N:9]=2)[CH2:5][CH2:4][CH2:3][CH2:2]1, predict the reactants needed to synthesize it. The reactants are: [CH:1]1([NH2:6])[CH2:5][CH2:4][CH2:3][CH2:2]1.Cl[C:8]1[CH:13]=[CH:12][C:11]([N+:14]([O-:16])=[O:15])=[CH:10][N:9]=1. (7) Given the product [NH2:8][C@@H:9]([CH2:45][F:46])[C@@H:10]([NH:18][C:19](=[O:44])[C:20]1[CH:25]=[C:24]([N:26]([CH2:32][CH2:33][O:34][CH3:35])[CH2:27][C@H:28]2[CH2:30][C@@H:29]2[CH3:31])[N:23]=[C:22]([N:36]([S:38]([CH:41]([CH3:43])[CH3:42])(=[O:39])=[O:40])[CH3:37])[C:21]=1[Cl:54])[CH2:11][C:12]1[CH:13]=[CH:14][CH:15]=[CH:16][CH:17]=1, predict the reactants needed to synthesize it. The reactants are: FC(F)(F)C(O)=O.[NH2:8][C@@H:9]([CH2:45][F:46])[C@@H:10]([NH:18][C:19](=[O:44])[C:20]1[CH:25]=[C:24]([N:26]([CH2:32][CH2:33][O:34][CH3:35])[CH2:27][C@H:28]2[CH2:30][C@@H:29]2[CH3:31])[N:23]=[C:22]([N:36]([S:38]([CH:41]([CH3:43])[CH3:42])(=[O:40])=[O:39])[CH3:37])[CH:21]=1)[CH2:11][C:12]1[CH:17]=[CH:16][CH:15]=[CH:14][CH:13]=1.C1C(=O)N([Cl:54])C(=O)C1. (8) Given the product [Cl:1][C:2]1[C:3]([F:17])=[C:4]([C:9]2[CH:14]=[C:13]([O:15][CH3:16])[N:12]=[CH:11][N:10]=2)[C:5]([N:6]2[CH:18]=[N:27][N:26]=[N:25]2)=[CH:7][CH:8]=1, predict the reactants needed to synthesize it. The reactants are: [Cl:1][C:2]1[CH:8]=[CH:7][C:5]([NH2:6])=[C:4]([C:9]2[CH:14]=[C:13]([O:15][CH3:16])[N:12]=[CH:11][N:10]=2)[C:3]=1[F:17].[CH3:18]OC(OC)OC.[N-:25]=[N+:26]=[N-:27].[Na+].O. (9) Given the product [Cl:17][C:18]1[S:21][N:1]=[C:2]([N:3]2[CH2:4][CH2:5][N:6]([C:9]([O:11][C:12]([CH3:13])([CH3:15])[CH3:14])=[O:10])[CH2:7][CH2:8]2)[N:16]=1, predict the reactants needed to synthesize it. The reactants are: [NH2:1][C:2](=[NH:16])[N:3]1[CH2:8][CH2:7][N:6]([C:9]([O:11][C:12]([CH3:15])([CH3:14])[CH3:13])=[O:10])[CH2:5][CH2:4]1.[Cl:17][C:18]([SH:21])(Cl)Cl.[OH-].[Na+]. (10) Given the product [CH3:7][C:8]1([CH3:27])[C:12](=[O:13])[C:11]2[C:14]([CH3:26])=[C:15]([N:20]3[CH2:21][CH2:22][N:23]([C:28]([O:30][C:31]([CH3:34])([CH3:33])[CH3:32])=[O:29])[CH2:24][CH2:25]3)[C:16]([CH3:19])=[C:17]([CH3:18])[C:10]=2[O:9]1, predict the reactants needed to synthesize it. The reactants are: CC(C)([O-])C.[Na+].[CH3:7][C:8]1([CH3:27])[C:12](=[O:13])[C:11]2[C:14]([CH3:26])=[C:15]([N:20]3[CH2:25][CH2:24][NH:23][CH2:22][CH2:21]3)[C:16]([CH3:19])=[C:17]([CH3:18])[C:10]=2[O:9]1.[C:28](N1CCNCC1)([O:30][C:31]([CH3:34])([CH3:33])[CH3:32])=[O:29].C1C=CC(P(C2C(C3C(P(C4C=CC=CC=4)C4C=CC=CC=4)=CC=C4C=3C=CC=C4)=C3C(C=CC=C3)=CC=2)C2C=CC=CC=2)=CC=1.